Dataset: Full USPTO retrosynthesis dataset with 1.9M reactions from patents (1976-2016). Task: Predict the reactants needed to synthesize the given product. Given the product [C:1]1([S:7]([CH2:10][C:11]2[CH:29]=[CH:28][CH:27]=[CH:26][C:12]=2[CH2:13][N:14]2[CH2:19][CH2:18][N:17]([CH2:20][C:21]([NH:30][NH2:31])=[O:22])[CH2:16][CH2:15]2)(=[O:8])=[O:9])[CH:2]=[CH:3][CH:4]=[CH:5][CH:6]=1, predict the reactants needed to synthesize it. The reactants are: [C:1]1([S:7]([CH2:10][C:11]2[CH:29]=[CH:28][CH:27]=[CH:26][C:12]=2[CH2:13][N:14]2[CH2:19][CH2:18][N:17]([CH2:20][C:21](OCC)=[O:22])[CH2:16][CH2:15]2)(=[O:9])=[O:8])[CH:6]=[CH:5][CH:4]=[CH:3][CH:2]=1.[NH2:30][NH2:31].C(O)C.